From a dataset of Catalyst prediction with 721,799 reactions and 888 catalyst types from USPTO. Predict which catalyst facilitates the given reaction. (1) Reactant: F[P-](F)(F)(F)(F)F.N1(OC(N(C)C)=[N+](C)C)C2N=CC=CC=2N=N1.[Br:25][C:26]1[CH:27]=[C:28]([NH:33][CH3:34])[C:29]([NH2:32])=[CH:30][CH:31]=1.C(N(C(C)C)CC)(C)C.[CH3:44][O:45][C:46]([CH:48]1[CH2:50][CH:49]1[C:51](O)=O)=[O:47]. Product: [Br:25][C:26]1[CH:31]=[CH:30][C:29]2[N:32]=[C:51]([CH:49]3[CH2:50][CH:48]3[C:46]([O:45][CH3:44])=[O:47])[N:33]([CH3:34])[C:28]=2[CH:27]=1. The catalyst class is: 18. (2) Reactant: C(OC([N:8]1[CH2:11][CH:10]([O:12][C:13]2[CH:18]=[CH:17][C:16]([N:19]3[CH2:24][CH2:23][C:22]4[CH:25]=[C:26]([C:28]5[CH:33]=[CH:32][C:31]([Cl:34])=[CH:30][CH:29]=5)[S:27][C:21]=4[C:20]3=[O:35])=[CH:15][C:14]=2[O:36][CH3:37])[CH2:9]1)=O)(C)(C)C.FC(F)(F)C(O)=O. Product: [NH:8]1[CH2:9][CH:10]([O:12][C:13]2[CH:18]=[CH:17][C:16]([N:19]3[CH2:24][CH2:23][C:22]4[CH:25]=[C:26]([C:28]5[CH:29]=[CH:30][C:31]([Cl:34])=[CH:32][CH:33]=5)[S:27][C:21]=4[C:20]3=[O:35])=[CH:15][C:14]=2[O:36][CH3:37])[CH2:11]1. The catalyst class is: 4. (3) Reactant: [C:1]([O:5][C:6]([N:8]1[CH2:13][CH2:12][N:11]([C:14]2[N:19]3[N:20]=[C:21]([NH2:23])[N:22]=[C:18]3[CH:17]=[C:16]([C:24]3[CH:25]=[N:26][CH:27]=[CH:28][CH:29]=3)[CH:15]=2)[CH2:10][CH2:9]1)=[O:7])([CH3:4])([CH3:3])[CH3:2].S([N:40]=[C:41]=[O:42])(C1C=CC(C)=CC=1)(=O)=O.[CH2:43](N)[CH3:44]. Product: [C:1]([O:5][C:6]([N:8]1[CH2:9][CH2:10][N:11]([C:14]2[N:19]3[N:20]=[C:21]([NH:23][C:41]([NH:40][CH2:43][CH3:44])=[O:42])[N:22]=[C:18]3[CH:17]=[C:16]([C:24]3[CH:25]=[N:26][CH:27]=[CH:28][CH:29]=3)[CH:15]=2)[CH2:12][CH2:13]1)=[O:7])([CH3:4])([CH3:2])[CH3:3]. The catalyst class is: 198. (4) Reactant: [Br:1]Br.[F:3][C:4]1[CH:9]=[CH:8][C:7]([C:10]2[O:22][C:13]3[CH:14]=[CH:15][C:16]4[O:20][CH:19]([CH3:21])[CH2:18][C:17]=4[C:12]=3[C:11]=2[C:23]([NH:25][CH3:26])=[O:24])=[CH:6][CH:5]=1.[O-]S([O-])(=S)=O.[Na+].[Na+]. Product: [Br:1][C:15]1[C:16]2[O:20][CH:19]([CH3:21])[CH2:18][C:17]=2[C:12]2[C:11]([C:23]([NH:25][CH3:26])=[O:24])=[C:10]([C:7]3[CH:8]=[CH:9][C:4]([F:3])=[CH:5][CH:6]=3)[O:22][C:13]=2[CH:14]=1. The catalyst class is: 15. (5) Reactant: [Cl:1][C:2]1[CH:15]=[CH:14][CH:13]=[CH:12][C:3]=1[CH2:4][C:5]1[N:9]([CH3:10])[C:8]([NH2:11])=[N:7][CH:6]=1.[C:16]1([CH:22]([CH2:26][CH3:27])[C:23](O)=[O:24])[CH:21]=[CH:20][CH:19]=[CH:18][CH:17]=1.C(N(CC)CC)C.F[P-](F)(F)(F)(F)F.N1N(OC(N(C)C)=[N+](C)C)N=C2C=CC=NC=12. Product: [Cl:1][C:2]1[CH:15]=[CH:14][CH:13]=[CH:12][C:3]=1[CH2:4][C:5]1[N:9]([CH3:10])[C:8]([NH:11][C:23](=[O:24])[CH:22]([C:16]2[CH:21]=[CH:20][CH:19]=[CH:18][CH:17]=2)[CH2:26][CH3:27])=[N:7][CH:6]=1. The catalyst class is: 9.